From a dataset of Reaction yield outcomes from USPTO patents with 853,638 reactions. Predict the reaction yield, written as a fraction of the theoretical maximum amount of product (1.0 means a 100% yield; for example, 0.34 means a 34% yield). (1) The reactants are [Br:1][C:2]1[CH:13]=[CH:12][C:5]([C:6](N(OC)C)=[O:7])=[C:4]([F:14])[CH:3]=1.[CH3:15][Mg]Br.C(OCC)C. The catalyst is C1COCC1. The product is [Br:1][C:2]1[CH:13]=[CH:12][C:5]([C:6](=[O:7])[CH3:15])=[C:4]([F:14])[CH:3]=1. The yield is 0.850. (2) The reactants are CS(O[CH2:6][CH2:7][CH2:8][C:9]1[C:17]2[C:12](=[CH:13][CH:14]=[C:15]([CH2:18][S:19]([N:22]([CH3:24])[CH3:23])(=[O:21])=[O:20])[CH:16]=2)[NH:11][CH:10]=1)(=O)=O.[I-].[Na+].C(N(CC)C(C)C)(C)C.[CH3:36][O:37][C:38]1[C:39]([N:44]2[CH2:49][CH2:48][NH:47][CH2:46][CH2:45]2)=[N:40][CH:41]=[N:42][CH:43]=1. The catalyst is C(#N)C. The product is [CH3:23][N:22]([CH3:24])[S:19]([CH2:18][C:15]1[CH:16]=[C:17]2[C:12](=[CH:13][CH:14]=1)[NH:11][CH:10]=[C:9]2[CH2:8][CH2:7][CH2:6][N:47]1[CH2:48][CH2:49][N:44]([C:39]2[C:38]([O:37][CH3:36])=[CH:43][N:42]=[CH:41][N:40]=2)[CH2:45][CH2:46]1)(=[O:21])=[O:20]. The yield is 0.620. (3) The reactants are [Br:1][C:2]1[CH:3]=[CH:4][C:5]2[N:6]([C:8](I)=[CH:9][N:10]=2)[N:7]=1.CCN(C(C)C)[CH:15]([CH3:17])[CH3:16].C#CC. The catalyst is CN(C=O)C.Cl[Pd](Cl)([P](C1C=CC=CC=1)(C1C=CC=CC=1)C1C=CC=CC=1)[P](C1C=CC=CC=1)(C1C=CC=CC=1)C1C=CC=CC=1.[Cu]I. The product is [Br:1][C:2]1[CH:3]=[CH:4][C:5]2[N:6]([C:8]([C:16]#[C:15][CH3:17])=[CH:9][N:10]=2)[N:7]=1. The yield is 0.736.